This data is from Reaction yield outcomes from USPTO patents with 853,638 reactions. The task is: Predict the reaction yield, written as a fraction of the theoretical maximum amount of product (1.0 means a 100% yield; for example, 0.34 means a 34% yield). The reactants are [F:1][C:2]1[C:10]([F:11])=[CH:9][CH:8]=[CH:7][C:3]=1[C:4]([OH:6])=[O:5].[I:12]N1C(=O)CCC1=O.S([O-])([O-])=O.[Na+].[Na+]. The catalyst is FC(F)(F)S(O)(=O)=O. The product is [F:1][C:2]1[C:10]([F:11])=[CH:9][C:8]([I:12])=[CH:7][C:3]=1[C:4]([OH:6])=[O:5]. The yield is 0.840.